Dataset: Reaction yield outcomes from USPTO patents with 853,638 reactions. Task: Predict the reaction yield, written as a fraction of the theoretical maximum amount of product (1.0 means a 100% yield; for example, 0.34 means a 34% yield). (1) The reactants are [CH:1]([C:3]1[O:7][C:6]([C:8]2[CH:13]=[CH:12][CH:11]=[C:10]([I:14])[CH:9]=2)=[N:5][CH:4]=1)=O.Cl.NO.C([N:20](CC)CC)C.C(=O)(O)[O-].[Na+].[Cl-].ClC1N(C)C=C[N+]=1C. The catalyst is ClCCl.O. The product is [C:1]([C:3]1[O:7][C:6]([C:8]2[CH:13]=[CH:12][CH:11]=[C:10]([I:14])[CH:9]=2)=[N:5][CH:4]=1)#[N:20]. The yield is 0.700. (2) The reactants are [CH3:1][O:2][C:3]([C:5]1[S:6][C:7]([C:23]#[C:24][C:25]([CH3:28])([CH3:27])[CH3:26])=[CH:8][C:9]=1[N:10]1[C:15](=[O:16])[CH2:14][CH2:13][CH2:12][C@H:11]1[CH:17]1[CH2:22][CH2:21][CH2:20][CH2:19][CH2:18]1)=[O:4].C[Si]([N-][Si](C)(C)C)(C)C.[Na+].CC1(C)[C@@]23C4(ON4S(=O)(=[O:47])C2)C[C@H]1CC3. The catalyst is C1COCC1. The product is [CH3:1][O:2][C:3]([C:5]1[S:6][C:7]([C:23]#[C:24][C:25]([CH3:28])([CH3:27])[CH3:26])=[CH:8][C:9]=1[N:10]1[C@H:11]([CH:17]2[CH2:22][CH2:21][CH2:20][CH2:19][CH2:18]2)[CH2:12][CH2:13][C@H:14]([OH:47])[C:15]1=[O:16])=[O:4]. The yield is 0.450. (3) The reactants are [OH-].[Na+].C[O:4][C:5](=[O:23])[C:6]1[CH:11]=[CH:10][C:9]([C:12]#[C:13][C:14]#[C:15][C:16]2[CH:17]=[N:18][C:19]([Cl:22])=[CH:20][CH:21]=2)=[CH:8][CH:7]=1. The catalyst is CO. The product is [Cl:22][C:19]1[N:18]=[CH:17][C:16]([C:15]#[C:14][C:13]#[C:12][C:9]2[CH:8]=[CH:7][C:6]([C:5]([OH:23])=[O:4])=[CH:11][CH:10]=2)=[CH:21][CH:20]=1. The yield is 0.500. (4) The product is [CH2:21]([O:23][C:24](=[O:29])[CH2:25][NH:26][C:27]([C:7]1[C:8](=[O:12])[S:9][C:10]2[C:5]([C:6]=1[OH:13])=[CH:4][CH:3]=[C:2]([F:1])[CH:11]=2)=[O:28])[CH3:22]. The yield is 0.300. The catalyst is ClCCl. The reactants are [F:1][C:2]1[CH:11]=[C:10]2[C:5]([C:6]([OH:13])=[CH:7][C:8](=[O:12])[S:9]2)=[CH:4][CH:3]=1.C(N(CC)CC)C.[CH2:21]([O:23][C:24](=[O:29])[CH2:25][N:26]=[C:27]=[O:28])[CH3:22].Cl. (5) The reactants are [N+:1]([CH:4]1[N:8]([C:9]2[CH:14]=[CH:13][N:12]=[C:11]([CH3:15])[CH:10]=2)[CH:7]=[CH:6][NH:5]1)([O-])=O. The catalyst is CO.N.CO. The product is [NH2:1][CH:4]1[N:8]([C:9]2[CH:14]=[CH:13][N:12]=[C:11]([CH3:15])[CH:10]=2)[CH:7]=[CH:6][NH:5]1. The yield is 0.590. (6) The reactants are [CH3:1][Si:2]([CH3:40])([CH3:39])[CH2:3][CH2:4][O:5][CH2:6][N:7]([CH2:31][O:32][CH2:33][CH2:34][Si:35]([CH3:38])([CH3:37])[CH3:36])[C:8]1[N:13]2[N:14]=[CH:15][C:16](I)=[C:12]2[N:11]=[C:10]([CH:18]2[CH2:23][CH2:22][N:21]([C:24]([O:26][C:27]([CH3:30])([CH3:29])[CH3:28])=[O:25])[CH2:20][CH2:19]2)[CH:9]=1.[C:41]1([C:47]2[CH:52]=[CH:51][C:50](B3OC(C)(C)C(C)(C)O3)=[CH:49][N:48]=2)[CH:46]=[CH:45][CH:44]=[CH:43][CH:42]=1.C(Cl)Cl.C([O-])([O-])=O.[Na+].[Na+]. The yield is 0.740. The catalyst is C1C=CC(P(C2C=CC=CC=2)[C-]2C=CC=C2)=CC=1.C1C=CC(P(C2C=CC=CC=2)[C-]2C=CC=C2)=CC=1.Cl[Pd]Cl.[Fe+2].COCCOC. The product is [CH3:1][Si:2]([CH3:40])([CH3:39])[CH2:3][CH2:4][O:5][CH2:6][N:7]([CH2:31][O:32][CH2:33][CH2:34][Si:35]([CH3:38])([CH3:37])[CH3:36])[C:8]1[N:13]2[N:14]=[CH:15][C:16]([C:50]3[CH:49]=[N:48][C:47]([C:41]4[CH:46]=[CH:45][CH:44]=[CH:43][CH:42]=4)=[CH:52][CH:51]=3)=[C:12]2[N:11]=[C:10]([CH:18]2[CH2:23][CH2:22][N:21]([C:24]([O:26][C:27]([CH3:30])([CH3:29])[CH3:28])=[O:25])[CH2:20][CH2:19]2)[CH:9]=1. (7) The reactants are [F:1][C:2]1[CH:7]=[CH:6][C:5]([CH2:8][CH:9]([C:13](OC)=[O:14])[C:10]([OH:12])=[O:11])=[CH:4][CH:3]=1.[Li+].[BH4-].C1COCC1. The catalyst is CC(O)C. The product is [F:1][C:2]1[CH:3]=[CH:4][C:5]([CH2:8][CH:9]([CH2:13][OH:14])[C:10]([OH:12])=[O:11])=[CH:6][CH:7]=1. The yield is 1.00. (8) The reactants are [C:1]([NH:4][C:5]1[N:10]=[CH:9][C:8]([NH:11][C:12](=[O:24])[C:13]2[C:18]([F:19])=[CH:17][CH:16]=[C:15]([N+:20]([O-])=O)[C:14]=2[F:23])=[CH:7][CH:6]=1)(=[O:3])[CH3:2]. The catalyst is CO.[Pd]. The product is [C:1]([NH:4][C:5]1[N:10]=[CH:9][C:8]([NH:11][C:12](=[O:24])[C:13]2[C:18]([F:19])=[CH:17][CH:16]=[C:15]([NH2:20])[C:14]=2[F:23])=[CH:7][CH:6]=1)(=[O:3])[CH3:2]. The yield is 0.860. (9) The reactants are [CH3:1][O:2][C:3]1[CH:8]=[CH:7][C:6]([N:9]([C:15]2[CH:20]=[CH:19][C:18]([O:21][CH3:22])=[CH:17][CH:16]=2)[C:10](=[O:14])[C:11](=[O:13])[CH3:12])=[CH:5][CH:4]=1.[CH3:23][O:24][C:25]1[CH:30]=[CH:29][C:28]([Mg]Br)=[CH:27][CH:26]=1. The catalyst is C1COCC1.C(=O)=O.CC(C)=O. The product is [OH:13][C:11]([C:28]1[CH:29]=[CH:30][C:25]([O:24][CH3:23])=[CH:26][CH:27]=1)([CH3:12])[C:10]([N:9]([C:15]1[CH:16]=[CH:17][C:18]([O:21][CH3:22])=[CH:19][CH:20]=1)[C:6]1[CH:7]=[CH:8][C:3]([O:2][CH3:1])=[CH:4][CH:5]=1)=[O:14]. The yield is 0.847. (10) The product is [C:15]1([C:18]2[CH:19]=[CH:20][CH:21]=[CH:22][CH:23]=2)[CH:14]=[CH:13][C:12]([C@H:7]2[C@H:6]([C:4]([OH:5])=[O:3])[CH2:11][CH2:10][O:9][CH2:8]2)=[CH:17][CH:16]=1. The reactants are C([O:3][C:4]([C@@H:6]1[CH2:11][CH2:10][O:9][CH2:8][C@H:7]1[C:12]1[CH:17]=[CH:16][C:15]([C:18]2[CH:23]=[CH:22][CH:21]=[CH:20][CH:19]=2)=[CH:14][CH:13]=1)=[O:5])C.[OH-].[K+].CO.C(O)C. The yield is 0.950. The catalyst is O.